Dataset: NCI-60 drug combinations with 297,098 pairs across 59 cell lines. Task: Regression. Given two drug SMILES strings and cell line genomic features, predict the synergy score measuring deviation from expected non-interaction effect. (1) Drug 1: CC(CN1CC(=O)NC(=O)C1)N2CC(=O)NC(=O)C2. Cell line: OVCAR-4. Drug 2: C1=CC(=CC=C1C#N)C(C2=CC=C(C=C2)C#N)N3C=NC=N3. Synergy scores: CSS=9.27, Synergy_ZIP=-2.28, Synergy_Bliss=-0.448, Synergy_Loewe=0.398, Synergy_HSA=-0.278. (2) Drug 1: C1CCN(CC1)CCOC2=CC=C(C=C2)C(=O)C3=C(SC4=C3C=CC(=C4)O)C5=CC=C(C=C5)O. Drug 2: CC1OCC2C(O1)C(C(C(O2)OC3C4COC(=O)C4C(C5=CC6=C(C=C35)OCO6)C7=CC(=C(C(=C7)OC)O)OC)O)O. Cell line: TK-10. Synergy scores: CSS=19.3, Synergy_ZIP=-0.919, Synergy_Bliss=-2.08, Synergy_Loewe=-3.39, Synergy_HSA=-1.39. (3) Drug 1: CN1C(=O)N2C=NC(=C2N=N1)C(=O)N. Drug 2: C1CN(P(=O)(OC1)NCCCl)CCCl. Cell line: UACC62. Synergy scores: CSS=4.51, Synergy_ZIP=-1.28, Synergy_Bliss=0.143, Synergy_Loewe=-2.88, Synergy_HSA=-0.998. (4) Drug 1: C1CCN(CC1)CCOC2=CC=C(C=C2)C(=O)C3=C(SC4=C3C=CC(=C4)O)C5=CC=C(C=C5)O. Drug 2: C1=C(C(=O)NC(=O)N1)F. Cell line: HCT116. Synergy scores: CSS=30.8, Synergy_ZIP=0.488, Synergy_Bliss=-4.06, Synergy_Loewe=-6.65, Synergy_HSA=-4.78.